This data is from CYP3A4 inhibition data for predicting drug metabolism from PubChem BioAssay. The task is: Regression/Classification. Given a drug SMILES string, predict its absorption, distribution, metabolism, or excretion properties. Task type varies by dataset: regression for continuous measurements (e.g., permeability, clearance, half-life) or binary classification for categorical outcomes (e.g., BBB penetration, CYP inhibition). Dataset: cyp3a4_veith. (1) The molecule is COc1ccc2nc(N3CCCC(C(=O)NCCCN4CCN(C)CC4)C3)sc2c1. The result is 0 (non-inhibitor). (2) The compound is CC(C)CC(C(=O)NCC1CCCO1)N(C(=O)Cn1nnc(-c2ccc(F)cc2)n1)c1ccccc1F. The result is 1 (inhibitor). (3) The molecule is CCOc1ccc2nc(NC(=O)c3ccc(S(=O)(=O)N4CCOCC4)cc3)sc2c1. The result is 0 (non-inhibitor). (4) The molecule is NC(N)=NCCN1CCCCCCC1. The result is 0 (non-inhibitor). (5) The drug is Cc1c(NC(=O)Cn2ccc([N+](=O)[O-])n2)c(=O)n(-c2ccccc2)n1C. The result is 0 (non-inhibitor). (6) The compound is COc1ccc([C@H](O)c2ccccn2)cc1. The result is 0 (non-inhibitor). (7) The molecule is Cc1ccc2nc(SCC(=O)NCc3cccs3)c(C#N)cc2c1. The result is 0 (non-inhibitor). (8) The drug is Cc1ccc(NC(=O)C(C)N2C(=O)C3C4CC(C(Br)C4Br)C3C2=O)cc1. The result is 1 (inhibitor). (9) The drug is O=S(=O)(O)c1cc(N=[N+]([O-])c2cc(S(=O)(=O)O)c3ccccc3c2)cc2ccccc12. The result is 0 (non-inhibitor).